Dataset: Full USPTO retrosynthesis dataset with 1.9M reactions from patents (1976-2016). Task: Predict the reactants needed to synthesize the given product. (1) Given the product [Cl:15][C:16]1[CH:23]=[CH:22][C:19]([C:20]([NH2:8])=[NH:21])=[C:18]([F:24])[C:17]=1[O:25][CH3:26], predict the reactants needed to synthesize it. The reactants are: C([Li])CCC.C[Si](C)(C)[NH:8][Si](C)(C)C.[Cl:15][C:16]1[CH:23]=[CH:22][C:19]([C:20]#[N:21])=[C:18]([F:24])[C:17]=1[O:25][CH3:26].Cl. (2) Given the product [Cl:40][C:24]1[C:25]([NH:27][C:28]2[C:38]([F:39])=[CH:37][CH:36]=[CH:35][C:29]=2[C:30]([NH:32][CH2:33][CH3:34])=[O:31])=[N:26][C:21]([NH:17][C:12]2[C:13]([O:15][CH3:16])=[CH:14][C:7]3[CH2:6][CH2:5][N:4]([CH2:3][C:2]([F:1])([F:19])[CH3:18])[CH2:10][CH2:9][C:8]=3[CH:11]=2)=[N:22][CH:23]=1, predict the reactants needed to synthesize it. The reactants are: [F:1][C:2]([F:19])([CH3:18])[CH2:3][N:4]1[CH2:10][CH2:9][C:8]2[CH:11]=[C:12]([NH2:17])[C:13]([O:15][CH3:16])=[CH:14][C:7]=2[CH2:6][CH2:5]1.Cl[C:21]1[N:26]=[C:25]([NH:27][C:28]2[C:38]([F:39])=[CH:37][CH:36]=[CH:35][C:29]=2[C:30]([NH:32][CH2:33][CH3:34])=[O:31])[C:24]([Cl:40])=[CH:23][N:22]=1. (3) Given the product [CH3:1][O:2][C:3]1[CH:8]=[CH:7][CH:6]=[C:5]([O:9][CH3:10])[C:4]=1[CH:11]1[N:15]([CH2:16][C:17]2[CH:22]=[CH:21][C:20]([O:23][C:24]([F:25])([F:26])[F:27])=[CH:19][CH:18]=2)[C:14](=[O:28])[CH:13]([O:29][CH3:32])[CH2:12]1, predict the reactants needed to synthesize it. The reactants are: [CH3:1][O:2][C:3]1[CH:8]=[CH:7][CH:6]=[C:5]([O:9][CH3:10])[C:4]=1[CH:11]1[N:15]([CH2:16][C:17]2[CH:22]=[CH:21][C:20]([O:23][C:24]([F:27])([F:26])[F:25])=[CH:19][CH:18]=2)[C:14](=[O:28])[CH:13]([OH:29])[CH2:12]1.[H-].[Na+].[CH3:32]I.O. (4) Given the product [CH2:21]([N:11]1[C:12]2[C:7](=[C:6]([OH:35])[C:5]([C:3]([NH:36][CH2:37][CH2:38][C:39]([OH:41])=[O:40])=[O:4])=[N:14][C:13]=2[C:15]2[CH:16]=[N:17][N:18]([CH3:20])[CH:19]=2)[CH:8]=[C:9]([C:29]2[CH:34]=[CH:33][CH:32]=[CH:31][CH:30]=2)[C:10]1=[O:28])[C:22]1[CH:23]=[CH:24][CH:25]=[CH:26][CH:27]=1, predict the reactants needed to synthesize it. The reactants are: CO[C:3]([C:5]1[C:6]([OH:35])=[C:7]2[C:12](=[C:13]([C:15]3[CH:16]=[N:17][N:18]([CH3:20])[CH:19]=3)[N:14]=1)[N:11]([CH2:21][C:22]1[CH:27]=[CH:26][CH:25]=[CH:24][CH:23]=1)[C:10](=[O:28])[C:9]([C:29]1[CH:34]=[CH:33][CH:32]=[CH:31][CH:30]=1)=[CH:8]2)=[O:4].[NH2:36][CH2:37][CH2:38][C:39]([OH:41])=[O:40].C[O-].[Na+]. (5) Given the product [C:12]([O:16][C:17]([N:19]1[CH2:20][CH2:21][C:22]([C:25]#[N:26])([NH:27][C:6]([C:5]2[CH:9]=[CH:10][N:11]=[C:3]([O:2][CH3:1])[CH:4]=2)=[O:8])[CH2:23][CH2:24]1)=[O:18])([CH3:15])([CH3:13])[CH3:14], predict the reactants needed to synthesize it. The reactants are: [CH3:1][O:2][C:3]1[CH:4]=[C:5]([CH:9]=[CH:10][N:11]=1)[C:6]([OH:8])=O.[C:12]([O:16][C:17]([N:19]1[CH2:24][CH2:23][C:22]([NH2:27])([C:25]#[N:26])[CH2:21][CH2:20]1)=[O:18])([CH3:15])([CH3:14])[CH3:13].C([O-])(O)=O.[Na+]. (6) Given the product [C:1]([O:5][C:6]([N:8]1[CH2:12][CH2:11][CH2:10][C@@H:9]1[CH2:13][O:14][C:15]1[CH:20]=[CH:19][C:18]([O:21][CH2:27][C:26]2[CH:29]=[CH:30][C:23]([F:22])=[CH:24][CH:25]=2)=[CH:17][CH:16]=1)=[O:7])([CH3:4])([CH3:2])[CH3:3], predict the reactants needed to synthesize it. The reactants are: [C:1]([O:5][C:6]([N:8]1[CH2:12][CH2:11][CH2:10][C@@H:9]1[CH2:13][O:14][C:15]1[CH:20]=[CH:19][C:18]([OH:21])=[CH:17][CH:16]=1)=[O:7])([CH3:4])([CH3:3])[CH3:2].[F:22][C:23]1[CH:30]=[CH:29][C:26]([CH2:27]Br)=[CH:25][CH:24]=1. (7) Given the product [F:16][CH:17]([F:25])[C:18]1[CH:19]=[C:20]([NH:21][C:6]2[CH2:5][CH2:4][N:3]([C:9]([O:11][C:12]([CH3:15])([CH3:14])[CH3:13])=[O:10])[C:2](=[O:1])[CH:7]=2)[CH:22]=[CH:23][CH:24]=1, predict the reactants needed to synthesize it. The reactants are: [O:1]=[C:2]1[CH2:7][C:6](=O)[CH2:5][CH2:4][N:3]1[C:9]([O:11][C:12]([CH3:15])([CH3:14])[CH3:13])=[O:10].[F:16][CH:17]([F:25])[C:18]1[CH:19]=[C:20]([CH:22]=[CH:23][CH:24]=1)[NH2:21].FC(F)(F)S([O-])(=O)=O.[Yb+3].FC(F)(F)S([O-])(=O)=O.FC(F)(F)S([O-])(=O)=O. (8) Given the product [Cl:15][C:8]1[C:7]2[C:11](=[CH:12][CH:13]=[CH:14][C:6]=2[N+:3]([O-:5])=[O:4])[NH:10][N:9]=1, predict the reactants needed to synthesize it. The reactants are: [OH-].[Na+].[N+:3]([C:6]1[CH:14]=[CH:13][CH:12]=[C:11]2[C:7]=1[CH:8]=[N:9][NH:10]2)([O-:5])=[O:4].[Cl:15][O-].[Na+].Cl. (9) Given the product [NH2:1][C:2]([NH2:4])=[O:3].[Cl-:21].[OH:22][CH2:23][CH2:24][N+:25]([CH3:28])([CH3:27])[CH3:26].[CH4:6], predict the reactants needed to synthesize it. The reactants are: [NH2:1][C:2]([NH2:4])=[O:3].N[C@H:6](C=O)CCSC.CC(C)=O.NC(N)=O.[Cl-:21].[OH:22][CH2:23][CH2:24][N+:25]([CH3:28])([CH3:27])[CH3:26]. (10) Given the product [C:8]([C:12]1[CH:13]=[C:14]([C:21]2[NH:25][N:24]=[N:23][CH:22]=2)[C:15]([O:19][CH3:20])=[C:16]([NH:17][C:64]([NH:63][C:56]2[C:57]3[C:62](=[CH:61][CH:60]=[CH:59][CH:58]=3)[C:53]([O:52][C:50]3[CH:49]=[CH:48][N:47]=[C:46]([NH:45][C:30]4[CH:31]=[C:32]([O:34][CH2:35][CH2:36][O:37][CH2:38][CH2:39][O:40][CH2:41][CH2:42][O:43][CH3:44])[CH:33]=[C:28]([O:27][CH3:26])[CH:29]=4)[N:51]=3)=[CH:54][CH:55]=2)=[O:65])[CH:18]=1)([CH3:11])([CH3:9])[CH3:10], predict the reactants needed to synthesize it. The reactants are: C(N(CC)CC)C.[C:8]([C:12]1[CH:13]=[C:14]([C:21]2[NH:25][N:24]=[N:23][CH:22]=2)[C:15]([O:19][CH3:20])=[C:16]([CH:18]=1)[NH2:17])([CH3:11])([CH3:10])[CH3:9].[CH3:26][O:27][C:28]1[CH:29]=[C:30]([NH:45][C:46]2[N:51]=[C:50]([O:52][C:53]3[C:62]4[C:57](=[CH:58][CH:59]=[CH:60][CH:61]=4)[C:56]([NH:63][C:64](=O)[O:65]C4C=CC=CC=4)=[CH:55][CH:54]=3)[CH:49]=[CH:48][N:47]=2)[CH:31]=[C:32]([O:34][CH2:35][CH2:36][O:37][CH2:38][CH2:39][O:40][CH2:41][CH2:42][O:43][CH3:44])[CH:33]=1.